Dataset: Reaction yield outcomes from USPTO patents with 853,638 reactions. Task: Predict the reaction yield, written as a fraction of the theoretical maximum amount of product (1.0 means a 100% yield; for example, 0.34 means a 34% yield). (1) The reactants are [Cl:1][C:2]1[CH:7]=[CH:6][CH:5]=[C:4]([Cl:8])[C:3]=1[CH:9]([O:12][Si:13]([CH3:16])([CH3:15])[CH3:14])[C:10]#N.CCCCCC.CO.[C@H](O)(C([O-])=O)[C@@H](O)C([O-])=[O:28].[Na+].[K+]. The yield is 0.970. The product is [Cl:1][C:2]1[CH:7]=[CH:6][CH:5]=[C:4]([Cl:8])[C:3]=1[CH:9]([O:12][Si:13]([CH3:16])([CH3:15])[CH3:14])[CH:10]=[O:28]. The catalyst is C(Cl)Cl.[H-].C([Al+]CC(C)C)C(C)C. (2) The reactants are [N+:1]([C:4]1[CH:9]=[CH:8][C:7]([S:10]([NH:13][C@@H:14]([C:18]2[CH:23]=[CH:22][CH:21]=[CH:20][CH:19]=2)[C:15]([OH:17])=[O:16])(=[O:12])=[O:11])=[CH:6][CH:5]=1)([O-:3])=[O:2].S(Cl)(Cl)=O.[CH:28]1(O)[CH2:32][CH2:31][CH2:30][CH2:29]1. No catalyst specified. The product is [CH:28]1([O:16][C:15](=[O:17])[C@@H:14]([NH:13][S:10]([C:7]2[CH:6]=[CH:5][C:4]([N+:1]([O-:3])=[O:2])=[CH:9][CH:8]=2)(=[O:12])=[O:11])[C:18]2[CH:19]=[CH:20][CH:21]=[CH:22][CH:23]=2)[CH2:32][CH2:31][CH2:30][CH2:29]1. The yield is 0.700. (3) The yield is 0.890. The product is [F:1][C:2]1([F:47])[CH2:3][CH2:4][CH:5]([C:8]2[C:17]3[CH:16]([OH:18])[CH2:15][C:14]([CH3:20])([CH3:19])[CH2:13][C:12]=3[N:11]=[C:10]([CH:21]3[CH2:26][CH2:25][N:24]([C:27]4[N:32]=[CH:31][C:30]([CH2:52][N:53]([CH2:49][CH2:48][OH:51])[CH3:54])=[CH:29][N:28]=4)[CH2:23][CH2:22]3)[C:9]=2[CH:35]([F:46])[C:36]2[CH:41]=[CH:40][C:39]([C:42]([F:45])([F:43])[F:44])=[CH:38][CH:37]=2)[CH2:6][CH2:7]1. The reactants are [F:1][C:2]1([F:47])[CH2:7][CH2:6][CH:5]([C:8]2[C:17]3[CH:16]([OH:18])[CH2:15][C:14]([CH3:20])([CH3:19])[CH2:13][C:12]=3[N:11]=[C:10]([CH:21]3[CH2:26][CH2:25][N:24]([C:27]4[N:32]=[CH:31][C:30](C=O)=[CH:29][N:28]=4)[CH2:23][CH2:22]3)[C:9]=2[CH:35]([F:46])[C:36]2[CH:41]=[CH:40][C:39]([C:42]([F:45])([F:44])[F:43])=[CH:38][CH:37]=2)[CH2:4][CH2:3]1.[C:48]([OH:51])(=O)[CH3:49].[CH3:52][NH:53][CH2:54]CO.C(O[BH-](OC(=O)C)OC(=O)C)(=O)C.[Na+].C(=O)([O-])O.[Na+]. The catalyst is O1CCCC1. (4) The reactants are [CH3:1][N:2]1[C:10]2[N:9]=[C:8]([O:11][C:12]3[CH:17]=[CH:16][CH:15]=[C:14]([O:18][C:19]([F:22])([F:21])[F:20])[CH:13]=3)[N:7]([CH2:23][O:24][CH2:25][CH2:26][Si:27]([CH3:30])([CH3:29])[CH3:28])[C:6]=2[C:5](=[O:31])[NH:4][C:3]1=[O:32].Cl[CH2:34][CH2:35][O:36][CH2:37][CH2:38][O:39][CH:40]1[CH2:45][CH2:44][CH2:43][CH2:42][O:41]1.C(=O)([O-])[O-].[K+].[K+]. The catalyst is CN(C=O)C.CCCC[N+](CCCC)(CCCC)CCCC.[I-]. The product is [CH3:1][N:2]1[C:10]2[N:9]=[C:8]([O:11][C:12]3[CH:17]=[CH:16][CH:15]=[C:14]([O:18][C:19]([F:21])([F:22])[F:20])[CH:13]=3)[N:7]([CH2:23][O:24][CH2:25][CH2:26][Si:27]([CH3:28])([CH3:30])[CH3:29])[C:6]=2[C:5](=[O:31])[N:4]([CH2:34][CH2:35][O:36][CH2:37][CH2:38][O:39][CH:40]2[CH2:45][CH2:44][CH2:43][CH2:42][O:41]2)[C:3]1=[O:32]. The yield is 0.981. (5) The reactants are Cl[C:2]1[C:3]([C:12]([F:15])([F:14])[F:13])=[CH:4][C:5]([N+:9]([O-:11])=[O:10])=[C:6]([NH2:8])[CH:7]=1.C(=O)([O-])[O-].[K+].[K+].[CH2:22]([SH:25])[CH2:23][CH3:24]. The catalyst is CN(C=O)C. The product is [N+:9]([C:5]1[CH:4]=[C:3]([C:12]([F:15])([F:14])[F:13])[C:2]([S:25][CH2:22][CH2:23][CH3:24])=[CH:7][C:6]=1[NH2:8])([O-:11])=[O:10]. The yield is 0.950.